This data is from Catalyst prediction with 721,799 reactions and 888 catalyst types from USPTO. The task is: Predict which catalyst facilitates the given reaction. (1) Reactant: CS(C)=O.C(Cl)(C(Cl)=O)=O.[Si:11]([O:18][CH:19]([CH2:22][O:23][Si:24]([C:27]([CH3:30])([CH3:29])[CH3:28])([CH3:26])[CH3:25])[CH2:20][OH:21])([C:14]([CH3:17])([CH3:16])[CH3:15])([CH3:13])[CH3:12].CCN(CC)CC. Product: [CH3:16][C:14]([CH3:17])([Si:11]([CH3:13])([CH3:12])[O:18][CH:19]([CH:20]=[O:21])[CH2:22][O:23][Si:24]([CH3:25])([CH3:26])[C:27]([CH3:28])([CH3:29])[CH3:30])[CH3:15]. The catalyst class is: 2. (2) Product: [Br:1][C:2]1[CH:3]=[C:4]2[C:9](=[CH:10][C:11]=1[CH3:12])[C:8]([CH3:14])([CH3:13])[CH:7]=[CH:6][C:5]2([CH3:28])[CH3:27]. The catalyst class is: 237. Reactant: [Br:1][C:2]1[CH:3]=[C:4]2[C:9](=[CH:10][C:11]=1[CH3:12])[C:8]([CH3:14])([CH3:13])/[C:7](=N/NS(C1C=CC(C)=CC=1)(=O)=O)/[CH2:6][C:5]2([CH3:28])[CH3:27].CCOCC. (3) Reactant: Cl[C:2]1[C:11]2[C:6](=[CH:7][CH:8]=[C:9]([F:12])[CH:10]=2)[N:5]=[C:4]([CH2:13][CH3:14])[C:3]=1[C:15]1[CH:20]=[CH:19][CH:18]=[CH:17][CH:16]=1.CCN(C(C)C)C(C)C.[SH:30][CH2:31][CH2:32][OH:33]. Product: [CH2:13]([C:4]1[C:3]([C:15]2[CH:20]=[CH:19][CH:18]=[CH:17][CH:16]=2)=[C:2]([S:30][CH2:31][CH2:32][OH:33])[C:11]2[C:6](=[CH:7][CH:8]=[C:9]([F:12])[CH:10]=2)[N:5]=1)[CH3:14]. The catalyst class is: 303.